From a dataset of Reaction yield outcomes from USPTO patents with 853,638 reactions. Predict the reaction yield, written as a fraction of the theoretical maximum amount of product (1.0 means a 100% yield; for example, 0.34 means a 34% yield). (1) The reactants are [H-].[Na+].[C:3]([O:7][C:8]([N:10]1[CH2:14][CH2:13][C@@H:12]([CH2:15][OH:16])[CH2:11]1)=[O:9])([CH3:6])([CH3:5])[CH3:4].Br[CH2:18][CH2:19][CH2:20][C:21]1[CH:26]=[CH:25][CH:24]=[CH:23][CH:22]=1. The catalyst is C1COCC1.[N+](CCCC)(CCCC)(CCCC)CCCC.[Br-]. The product is [C:21]1([CH2:20][CH2:19][CH2:18][O:16][CH2:15][C@@H:12]2[CH2:13][CH2:14][N:10]([C:8]([O:7][C:3]([CH3:6])([CH3:5])[CH3:4])=[O:9])[CH2:11]2)[CH:26]=[CH:25][CH:24]=[CH:23][CH:22]=1. The yield is 0.630. (2) The reactants are [CH3:1][NH2:2].C([Li])CCC.[Br:8][C:9]1[CH:17]=[CH:16][C:12]([C:13]([OH:15])=[O:14])=[C:11](F)[CH:10]=1. The catalyst is C1COCC1. The product is [Br:8][C:9]1[CH:17]=[CH:16][C:12]([C:13]([OH:15])=[O:14])=[C:11]([NH:2][CH3:1])[CH:10]=1. The yield is 0.350.